This data is from Forward reaction prediction with 1.9M reactions from USPTO patents (1976-2016). The task is: Predict the product of the given reaction. (1) Given the reactants CON(C(C)=O)[C:4](=[O:6])[CH3:5].[NH2:10][CH:11]([CH2:28][C:29]1[CH:34]=[C:33]([F:35])[CH:32]=[C:31]([F:36])[CH:30]=1)[CH:12]([OH:27])[CH2:13][NH:14][C:15]1([C:18]2[O:19][C:20]([C:23]([CH3:26])([CH3:25])[CH3:24])=[CH:21][N:22]=2)[CH2:17][CH2:16]1.C(N(CC)CC)C, predict the reaction product. The product is: [C:23]([C:20]1[O:19][C:18]([C:15]2([NH:14][CH2:13][CH:12]([OH:27])[CH:11]([NH:10][C:4](=[O:6])[CH3:5])[CH2:28][C:29]3[CH:30]=[C:31]([F:36])[CH:32]=[C:33]([F:35])[CH:34]=3)[CH2:16][CH2:17]2)=[N:22][CH:21]=1)([CH3:24])([CH3:26])[CH3:25]. (2) The product is: [C:12]([O:16][C:17]([N:19]1[CH:23]=[CH:22][CH:21]=[C:20]1[C:2]1[CH:11]=[CH:10][C:5]([C:6]([O:8][CH3:9])=[O:7])=[CH:4][N:3]=1)=[O:18])([CH3:15])([CH3:13])[CH3:14]. Given the reactants Br[C:2]1[CH:11]=[CH:10][C:5]([C:6]([O:8][CH3:9])=[O:7])=[CH:4][N:3]=1.[C:12]([O:16][C:17]([N:19]1[CH:23]=[CH:22][CH:21]=[C:20]1B(O)O)=[O:18])([CH3:15])([CH3:14])[CH3:13].C1(P(C2C=CC=CC=2)C2C=CC=CC=2)C=CC=CC=1.C(=O)([O-])[O-].[K+].[K+], predict the reaction product. (3) Given the reactants Cl[C:2]([O:4][CH3:5])=[O:3].Cl.[CH3:7][N:8]1[CH2:13][CH2:12][N:11]([C:14]2[CH:19]=[C:18]([C:20]3[CH:29]=[C:28]4[C:23]([CH2:24][CH2:25][N:26]([C:30](=[O:37])[CH2:31][CH:32]5[CH2:36][CH2:35][NH:34][CH2:33]5)[CH2:27]4)=[CH:22][CH:21]=3)[N:17]=[C:16]([NH2:38])[N:15]=2)[CH2:10][CH2:9]1.C(N(CC)CC)C, predict the reaction product. The product is: [NH2:38][C:16]1[N:17]=[C:18]([C:20]2[CH:29]=[C:28]3[C:23]([CH2:24][CH2:25][N:26]([C:30](=[O:37])[CH2:31][CH:32]4[CH2:36][CH2:35][N:34]([C:2]([O:4][CH3:5])=[O:3])[CH2:33]4)[CH2:27]3)=[CH:22][CH:21]=2)[CH:19]=[C:14]([N:11]2[CH2:10][CH2:9][N:8]([CH3:7])[CH2:13][CH2:12]2)[N:15]=1. (4) Given the reactants [CH2:1]1[CH:6]2[CH2:7][C:8]3([NH2:11])[CH2:10][CH:4]([CH2:5]2)[CH2:3][CH:2]1[CH2:9]3.[F:12][C:13]1[CH:18]=[CH:17][C:16]([C:19]2[O:23][N:22]=[C:21]([CH:24]=O)[CH:20]=2)=[CH:15][CH:14]=1, predict the reaction product. The product is: [F:12][C:13]1[CH:14]=[CH:15][C:16]([C:19]2[O:23][N:22]=[C:21]([CH2:24][NH:11][C:8]34[CH2:10][CH:4]5[CH2:5][CH:6]([CH2:1][CH:2]([CH2:3]5)[CH2:9]3)[CH2:7]4)[CH:20]=2)=[CH:17][CH:18]=1. (5) Given the reactants C[Si](C)(C)[N-][Si](C)(C)C.[Li+].[F:11][C:12]([F:23])([F:22])[C:13]1[NH:21][C:16]2=[N:17][CH:18]=[CH:19][CH:20]=[C:15]2[CH:14]=1.Cl[C:25]([O:27][CH3:28])=[O:26].O, predict the reaction product. The product is: [F:23][C:12]([F:11])([F:22])[C:13]1[N:21]([C:25]([O:27][CH3:28])=[O:26])[C:16]2=[N:17][CH:18]=[CH:19][CH:20]=[C:15]2[CH:14]=1.